Predict which catalyst facilitates the given reaction. From a dataset of Catalyst prediction with 721,799 reactions and 888 catalyst types from USPTO. (1) Reactant: [C:1](Cl)(=[O:11])[CH2:2][CH2:3][CH2:4][CH2:5][CH2:6][CH2:7][CH2:8][CH2:9][CH3:10].[Cl:13][C:14]1[CH:40]=[CH:39][C:17]([CH2:18][O:19][C:20]2[CH:21]=[C:22]([CH:36]=[CH:37][CH:38]=2)[C:23]([NH:25][C:26]2[CH:31]=[CH:30][CH:29]=[CH:28][C:27]=2[S:32](=[O:35])(=[O:34])[NH2:33])=[O:24])=[CH:16][CH:15]=1. Product: [Cl:13][C:14]1[CH:15]=[CH:16][C:17]([CH2:18][O:19][C:20]2[CH:21]=[C:22]([CH:36]=[CH:37][CH:38]=2)[C:23]([NH:25][C:26]2[CH:31]=[CH:30][CH:29]=[CH:28][C:27]=2[S:32]([NH:33][C:1](=[O:11])[CH2:2][CH2:3][CH2:4][CH2:5][CH2:6][CH2:7][CH2:8][CH2:9][CH3:10])(=[O:34])=[O:35])=[O:24])=[CH:39][CH:40]=1. The catalyst class is: 367. (2) Reactant: S([O-])([O-])(=O)=O.[CH2:6]([N+:9]1[CH:13]=[CH:12][N:11]([CH2:14][CH2:15][CH3:16])[C:10]=1[CH3:17])[CH2:7][CH3:8].[CH2:14]([N+:11]1[CH:12]=[CH:13][N:9]([CH2:6][CH2:7][CH3:8])[C:10]=1[CH3:17])[CH2:15][CH3:16].[CH:30]([O-:32])=[O:31].[Ba+2].C([O-])=O. Product: [CH:30]([O-:32])=[O:31].[CH2:14]([N+:11]1[CH:12]=[CH:13][N:9]([CH2:6][CH2:7][CH3:8])[C:10]=1[CH3:17])[CH2:15][CH3:16]. The catalyst class is: 6. (3) Reactant: Cl.[F:2][C:3]([F:20])([F:19])[C:4]1[CH:5]=[C:6]([CH:16]=[CH:17][CH:18]=1)[CH2:7][O:8][N:9]=[C:10]1[CH2:15][CH2:14][NH:13][CH2:12][CH2:11]1.[C:21](Cl)([CH:23]=[CH2:24])=[O:22].N1C=CC=C[CH:27]=1. Product: [F:20][C:3]([F:2])([F:19])[C:4]1[CH:5]=[C:6]([CH:16]=[CH:17][CH:18]=1)[CH2:7][O:8][N:9]=[C:10]1[CH2:15][CH2:14][N:13]([C:21](=[O:22])[CH2:23][CH:24]=[CH2:27])[CH2:12][CH2:11]1. The catalyst class is: 4. (4) Reactant: [N:1]1([C:7]2[C:8]3[N:9]([CH:15]=[C:16]([C:18]4[CH:23]=[CH:22][N:21]=[CH:20][CH:19]=4)[N:17]=3)[N:10]=[C:11]([NH:13][NH2:14])[CH:12]=2)[CH2:6][CH2:5][O:4][CH2:3][CH2:2]1.[F:24][CH2:25][C:26]1[CH:33]=[CH:32][C:29]([CH:30]=O)=[CH:28][CH:27]=1. Product: [F:24][CH2:25][C:26]1[CH:33]=[CH:32][C:29]([CH:30]=[N:14][NH:13][C:11]2[CH:12]=[C:7]([N:1]3[CH2:2][CH2:3][O:4][CH2:5][CH2:6]3)[C:8]3[N:9]([CH:15]=[C:16]([C:18]4[CH:23]=[CH:22][N:21]=[CH:20][CH:19]=4)[N:17]=3)[N:10]=2)=[CH:28][CH:27]=1. The catalyst class is: 8.